Dataset: Forward reaction prediction with 1.9M reactions from USPTO patents (1976-2016). Task: Predict the product of the given reaction. (1) Given the reactants [C:1]([O:5][C:6](=[O:20])[CH2:7][O:8][C:9]1[C:14]([Cl:15])=[CH:13][C:12]([N+:16]([O-])=O)=[CH:11][C:10]=1[Cl:19])([CH3:4])([CH3:3])[CH3:2].[Cl-].[NH4+], predict the reaction product. The product is: [C:1]([O:5][C:6](=[O:20])[CH2:7][O:8][C:9]1[C:14]([Cl:15])=[CH:13][C:12]([NH2:16])=[CH:11][C:10]=1[Cl:19])([CH3:4])([CH3:2])[CH3:3]. (2) Given the reactants Cl.[CH3:2][S:3]([N:6]1[CH2:11][CH2:10][NH:9][CH2:8][CH2:7]1)(=[O:5])=[O:4].[Cl:12][C:13]1[N:14]=[C:15]([N:24]2[CH2:29][CH2:28][O:27][CH2:26][CH2:25]2)[C:16]2[CH:21]=[C:20]([CH:22]=O)[S:19][C:17]=2[N:18]=1, predict the reaction product. The product is: [Cl:12][C:13]1[N:14]=[C:15]([N:24]2[CH2:25][CH2:26][O:27][CH2:28][CH2:29]2)[C:16]2[CH:21]=[C:20]([CH2:22][N:9]3[CH2:10][CH2:11][N:6]([S:3]([CH3:2])(=[O:5])=[O:4])[CH2:7][CH2:8]3)[S:19][C:17]=2[N:18]=1.